This data is from Retrosynthesis with 50K atom-mapped reactions and 10 reaction types from USPTO. The task is: Predict the reactants needed to synthesize the given product. Given the product COc1nc2ccc(C(=O)c3cnnn3C)cc2c(Cl)c1Cc1ccc(C(F)(F)F)cc1, predict the reactants needed to synthesize it. The reactants are: COc1nc2ccc(C(O)c3cnnn3C)cc2c(Cl)c1Cc1ccc(C(F)(F)F)cc1.